Dataset: Peptide-MHC class I binding affinity with 185,985 pairs from IEDB/IMGT. Task: Regression. Given a peptide amino acid sequence and an MHC pseudo amino acid sequence, predict their binding affinity value. This is MHC class I binding data. (1) The peptide sequence is DFRNRYEDY. The MHC is HLA-A31:01 with pseudo-sequence HLA-A31:01. The binding affinity (normalized) is 0. (2) The peptide sequence is YVIKVSARE. The MHC is Patr-B0101 with pseudo-sequence Patr-B0101. The binding affinity (normalized) is 0.